From a dataset of Forward reaction prediction with 1.9M reactions from USPTO patents (1976-2016). Predict the product of the given reaction. (1) Given the reactants Cl[CH2:2][C:3]1[NH:4][C:5](=[O:13])[C:6]2[CH2:12][O:11][CH2:10][CH2:9][C:7]=2[N:8]=1.[CH:14]1([CH2:17][NH2:18])[CH2:16][CH2:15]1, predict the reaction product. The product is: [CH:14]1([CH2:17][NH:18][CH2:2][C:3]2[NH:4][C:5](=[O:13])[C:6]3[CH2:12][O:11][CH2:10][CH2:9][C:7]=3[N:8]=2)[CH2:16][CH2:15]1. (2) Given the reactants C([N:8]1[CH2:13][CH2:12][C:11]([NH:15][C:16](=[O:22])[O:17][C:18]([CH3:21])([CH3:20])[CH3:19])([CH3:14])[CH2:10][CH2:9]1)C1C=CC=CC=1, predict the reaction product. The product is: [CH3:14][C:11]1([NH:15][C:16](=[O:22])[O:17][C:18]([CH3:21])([CH3:20])[CH3:19])[CH2:10][CH2:9][NH:8][CH2:13][CH2:12]1. (3) Given the reactants [NH2:1][C:2]1[C:3]([OH:28])=[C:4]([CH:10]2[N:15]([CH2:16][C:17]3[CH:26]=[CH:25][C:24]4[C:19](=[CH:20][CH:21]=[CH:22][CH:23]=4)[N:18]=3)[C:14](=[O:27])[CH2:13][CH2:12][CH2:11]2)[C:5]([O:8][CH3:9])=[CH:6][CH:7]=1.[CH3:29]C1C=CC(S(O)(=O)=O)=CC=1.C(OCC)(OCC)OCC, predict the reaction product. The product is: [CH3:9][O:8][C:5]1[CH:6]=[CH:7][C:2]2[N:1]=[CH:29][O:28][C:3]=2[C:4]=1[CH:10]1[N:15]([CH2:16][C:17]2[CH:26]=[CH:25][C:24]3[C:19](=[CH:20][CH:21]=[CH:22][CH:23]=3)[N:18]=2)[C:14](=[O:27])[CH2:13][CH2:12][CH2:11]1. (4) The product is: [C:15]([O:14][C:12]([N:19]1[CH2:24][CH2:23][N:22]([C:3]2[C:2]([Cl:1])=[CH:10][C:6]([C:7]([OH:9])=[O:8])=[CH:5][N:4]=2)[CH2:21][CH2:20]1)=[O:13])([CH3:18])([CH3:16])[CH3:17]. Given the reactants [Cl:1][C:2]1[C:3](Cl)=[N:4][CH:5]=[C:6]([CH:10]=1)[C:7]([OH:9])=[O:8].[C:12]([N:19]1[CH2:24][CH2:23][NH:22][CH2:21][CH2:20]1)([O:14][C:15]([CH3:18])([CH3:17])[CH3:16])=[O:13].CCN(C(C)C)C(C)C, predict the reaction product. (5) Given the reactants [C:1]([C:9]1[CH:19]=[CH:18][C:12]([C:13]([O:15][CH2:16][CH3:17])=[O:14])=[CH:11][CH:10]=1)(=O)[C:2]1[CH:7]=[CH:6][CH:5]=[CH:4][CH:3]=1.[CH2:20]([NH:27][NH2:28])[C:21]1[CH:26]=[CH:25][CH:24]=[CH:23][CH:22]=1, predict the reaction product. The product is: [CH2:20]([N:27]1[C:7]2[C:2](=[CH:3][CH:4]=[CH:5][CH:6]=2)[C:1]([C:9]2[CH:19]=[CH:18][C:12]([C:13]([O:15][CH2:16][CH3:17])=[O:14])=[CH:11][CH:10]=2)=[N:28]1)[C:21]1[CH:26]=[CH:25][CH:24]=[CH:23][CH:22]=1.